Dataset: Catalyst prediction with 721,799 reactions and 888 catalyst types from USPTO. Task: Predict which catalyst facilitates the given reaction. (1) Reactant: [C:1](Cl)(=[O:6])[O:2][CH:3]([Cl:5])[CH3:4].[CH:8]1([OH:14])[CH2:13][CH2:12][CH2:11][CH2:10][CH2:9]1.N1C=CC=CC=1. Product: [C:1](=[O:6])([O:14][CH:8]1[CH2:13][CH2:12][CH2:11][CH2:10][CH2:9]1)[O:2][CH:3]([Cl:5])[CH3:4]. The catalyst class is: 2. (2) Reactant: [OH:1][C:2]1[CH:3]=[C:4]([CH:9]=[CH:10][CH:11]=1)[C:5]([O:7][CH3:8])=[O:6].[CH2:12](I)[CH:13]=[CH2:14].[H-].[Na+]. Product: [CH2:14]([O:1][C:2]1[CH:3]=[C:4]([CH:9]=[CH:10][CH:11]=1)[C:5]([O:7][CH3:8])=[O:6])[CH:13]=[CH2:12]. The catalyst class is: 3. (3) Reactant: [O:1]([C:8]1[N:13]=[CH:12][C:11]([CH:14]=[CH:15][C:16]([OH:18])=O)=[CH:10][CH:9]=1)[C:2]1[CH:7]=[CH:6][CH:5]=[CH:4][CH:3]=1.[B-](F)(F)(F)F.CCOC(C(C#N)=NOC(N(C)C)=[N+](C)C)=O.[NH:41]1[CH2:46][CH2:45][NH:44][CH2:43][C:42]1=[O:47]. Product: [O:1]([C:8]1[N:13]=[CH:12][C:11]([CH:14]=[CH:15][C:16]([N:44]2[CH2:45][CH2:46][NH:41][C:42](=[O:47])[CH2:43]2)=[O:18])=[CH:10][CH:9]=1)[C:2]1[CH:3]=[CH:4][CH:5]=[CH:6][CH:7]=1. The catalyst class is: 3. (4) Reactant: [C:1]([O:5][CH2:6][CH3:7])(=[O:4])[NH:2][NH2:3].[O:8]=[C:9]1[C:17]2[C:12](=[CH:13][CH:14]=[CH:15][CH:16]=2)[C:11](=[O:18])[N:10]1[CH2:19][CH:20]=O. Product: [O:8]=[C:9]1[C:17]2[C:12](=[CH:13][CH:14]=[CH:15][CH:16]=2)[C:11](=[O:18])[N:10]1[CH2:19]/[CH:20]=[N:3]/[NH:2][C:1]([O:5][CH2:6][CH3:7])=[O:4]. The catalyst class is: 11.